This data is from Peptide-MHC class II binding affinity with 134,281 pairs from IEDB. The task is: Regression. Given a peptide amino acid sequence and an MHC pseudo amino acid sequence, predict their binding affinity value. This is MHC class II binding data. (1) The peptide sequence is IRLIKGELSNHMVED. The MHC is DRB1_0101 with pseudo-sequence DRB1_0101. The binding affinity (normalized) is 0.729. (2) The peptide sequence is EKKYYAATQFEPLAA. The MHC is DRB1_1001 with pseudo-sequence DRB1_1001. The binding affinity (normalized) is 0.651.